Dataset: Catalyst prediction with 721,799 reactions and 888 catalyst types from USPTO. Task: Predict which catalyst facilitates the given reaction. (1) Reactant: Br.[Cl:2][CH2:3][C:4]([C:6]1[CH:11]=[C:10]([Cl:12])N=[C:8](Br)[CH:7]=1)=O.[CH3:14][C:15]1[CH:16]=[C:17]([NH:21][C:22]([NH2:24])=[S:23])[CH:18]=[CH:19][CH:20]=1.[NH3:25]. The catalyst class is: 88. Product: [Cl:12][C:10]1[CH:11]=[C:6]([C:7]2[N:24]=[C:22]([NH:21][C:17]3[CH:18]=[CH:19][CH:20]=[C:15]([CH3:14])[CH:16]=3)[S:23][CH:8]=2)[CH:4]=[C:3]([Cl:2])[N:25]=1. (2) Reactant: [NH2:1][C@H:2]([C:7]([OH:9])=[O:8])[C:3]([CH3:6])([CH3:5])[CH3:4].C([O-])(O)=O.[Na+].Cl[C:16]([O:18][CH2:19][C:20]1[CH:25]=[CH:24][CH:23]=[CH:22][CH:21]=1)=[O:17].C([O-])([O-])=O.[Na+].[Na+]. Product: [CH2:19]([O:18][C:16]([NH:1][CH:2]([C:3]([CH3:6])([CH3:5])[CH3:4])[C:7]([OH:9])=[O:8])=[O:17])[C:20]1[CH:25]=[CH:24][CH:23]=[CH:22][CH:21]=1. The catalyst class is: 6. (3) Reactant: [OH:1][C:2]1[C:10]([CH3:11])=[CH:9][CH:8]=[CH:7][C:3]=1[C:4]([OH:6])=O.ON1C2C=CC=CC=2N=N1.Cl.CN(C)CCCN=C=NCC.Cl.[NH2:35][CH2:36][C:37]1[CH:61]=[CH:60][C:40]([CH2:41][NH:42][C:43](=[O:59])[C:44]2[CH:49]=[C:48](F)[CH:47]=[N:46][C:45]=2[O:51][C:52]2[CH:57]=[CH:56][C:55]([F:58])=[CH:54][CH:53]=2)=[CH:39][CH:38]=1.CN1CCOCC1. Product: [F:58][C:55]1[CH:54]=[CH:53][C:52]([O:51][C:45]2[N:46]=[CH:47][CH:48]=[CH:49][C:44]=2[C:43]([NH:42][CH2:41][C:40]2[CH:60]=[CH:61][C:37]([CH2:36][NH:35][C:4](=[O:6])[C:3]3[CH:7]=[CH:8][CH:9]=[C:10]([CH3:11])[C:2]=3[OH:1])=[CH:38][CH:39]=2)=[O:59])=[CH:57][CH:56]=1. The catalyst class is: 9. (4) Reactant: C([Li])CCC.Br[C:7]1[CH:8]=[C:9]([CH2:21][CH3:22])[C:10]([O:13][Si](C(C)(C)C)(C)C)=[N:11][CH:12]=1.[Br:23][C:24]1[CH:29]=[C:28]([C:30]([C:38]2[CH:43]=[CH:42][CH:41]=[C:40]([F:44])[C:39]=2[C:45]#[N:46])=[N:31]S(C(C)(C)C)=O)[CH:27]=[CH:26][N:25]=1.Cl.[OH-].[Na+]. Product: [NH2:46][C:45]1[C:39]2[C:38](=[CH:43][CH:42]=[CH:41][C:40]=2[F:44])[C:30]([C:7]2[CH:8]=[C:9]([CH2:21][CH3:22])[C:10](=[O:13])[NH:11][CH:12]=2)([C:28]2[CH:27]=[CH:26][N:25]=[C:24]([Br:23])[CH:29]=2)[N:31]=1. The catalyst class is: 20. (5) Reactant: C1COCC1.[CH:6]1([C:9]2[C:18]([CH:19]3[CH2:21][CH2:20]3)=[CH:17][C:12]([C:13](OC)=[O:14])=[C:11]([O:22][CH2:23][CH3:24])[CH:10]=2)[CH2:8][CH2:7]1.[H-].[Al+3].[Li+].[H-].[H-].[H-].[OH-].[Na+]. Product: [CH:6]1([C:9]2[C:18]([CH:19]3[CH2:21][CH2:20]3)=[CH:17][C:12]([CH2:13][OH:14])=[C:11]([O:22][CH2:23][CH3:24])[CH:10]=2)[CH2:7][CH2:8]1. The catalyst class is: 6. (6) Reactant: ClC([N:4]([C@@H:21]([C:23]1[C:32]2[C:27](=[CH:28][CH:29]=[CH:30][CH:31]=2)[CH:26]=[CH:25][CH:24]=1)[CH3:22])[C@@H:5]1[CH2:10][CH2:9][CH2:8][N:7]([C:11]([O:13][CH2:14][C:15]2[CH:20]=[CH:19][CH:18]=[CH:17][CH:16]=2)=[O:12])[CH2:6]1)=O.O. Product: [C:23]1([C@H:21]([NH:4][C@@H:5]2[CH2:10][CH2:9][CH2:8][N:7]([C:11]([O:13][CH2:14][C:15]3[CH:20]=[CH:19][CH:18]=[CH:17][CH:16]=3)=[O:12])[CH2:6]2)[CH3:22])[C:32]2[C:27](=[CH:28][CH:29]=[CH:30][CH:31]=2)[CH:26]=[CH:25][CH:24]=1. The catalyst class is: 7.